From a dataset of Full USPTO retrosynthesis dataset with 1.9M reactions from patents (1976-2016). Predict the reactants needed to synthesize the given product. (1) Given the product [CH3:36][S:37]([O:1][CH2:2][C:3]1[C:4]2[N:5]([CH:24]=[CH:25][N:26]=2)[C:6]([C:17]2[CH:22]=[CH:21][C:20]([CH3:23])=[CH:19][CH:18]=2)=[C:7]([C:9]2[CH:10]=[CH:11][C:12]([C:13]#[N:14])=[CH:15][CH:16]=2)[N:8]=1)(=[O:39])=[O:38], predict the reactants needed to synthesize it. The reactants are: [OH:1][CH2:2][C:3]1[C:4]2[N:5]([CH:24]=[CH:25][N:26]=2)[C:6]([C:17]2[CH:22]=[CH:21][C:20]([CH3:23])=[CH:19][CH:18]=2)=[C:7]([C:9]2[CH:16]=[CH:15][C:12]([C:13]#[N:14])=[CH:11][CH:10]=2)[N:8]=1.C(N(CC)C(C)C)(C)C.[CH3:36][S:37](Cl)(=[O:39])=[O:38]. (2) Given the product [CH2:1]([O:8][C:9]1[C:14]([C:15]([CH3:17])([CH3:16])[CH3:18])=[CH:13][CH:12]=[CH:11][C:10]=1[C:19]1[CH:24]=[CH:23][CH:22]=[C:21]([C:25]([C:28]2[CH:33]=[CH:32][CH:31]=[CH:30][C:29]=2[O:34][CH3:35])=[CH2:26])[CH:20]=1)[C:2]1[CH:3]=[CH:4][CH:5]=[CH:6][CH:7]=1, predict the reactants needed to synthesize it. The reactants are: [CH2:1]([O:8][C:9]1[C:14]([C:15]([CH3:18])([CH3:17])[CH3:16])=[CH:13][CH:12]=[CH:11][C:10]=1[C:19]1[CH:24]=[CH:23][CH:22]=[C:21]([C:25]([C:28]2[CH:33]=[CH:32][CH:31]=[CH:30][C:29]=2[O:34][CH3:35])(O)[CH3:26])[CH:20]=1)[C:2]1[CH:7]=[CH:6][CH:5]=[CH:4][CH:3]=1.C1(C)C=CC(S(O)(=O)=O)=CC=1. (3) Given the product [NH:23]1[C:31]2[C:26](=[CH:27][CH:28]=[CH:29][CH:30]=2)[CH:25]=[C:24]1[CH2:32][NH:1][C:2]1[CH:3]=[C:4]2[C:9](=[CH:10][CH:11]=1)[N:8]=[CH:7][C:6]([C:12]#[N:13])=[C:5]2[NH:14][C:15]1[CH:20]=[CH:19][C:18]([F:21])=[C:17]([Cl:22])[CH:16]=1, predict the reactants needed to synthesize it. The reactants are: [NH2:1][C:2]1[CH:3]=[C:4]2[C:9](=[CH:10][CH:11]=1)[N:8]=[CH:7][C:6]([C:12]#[N:13])=[C:5]2[NH:14][C:15]1[CH:20]=[CH:19][C:18]([F:21])=[C:17]([Cl:22])[CH:16]=1.[NH:23]1[C:31]2[C:26](=[CH:27][CH:28]=[CH:29][CH:30]=2)[CH:25]=[C:24]1[CH:32]=O.[BH3-]C#N.[Na+]. (4) Given the product [C:15]([C:16]1[CH:17]=[C:18]([NH2:19])[N:12]([C:8]2[CH:7]=[C:6]3[C:11](=[CH:10][CH:9]=2)[N:2]=[CH:3][CH:4]=[CH:5]3)[N:13]=1)([CH3:22])([CH3:21])[CH3:14], predict the reactants needed to synthesize it. The reactants are: Cl.[N:2]1[C:11]2[C:6](=[CH:7][C:8]([NH:12][NH2:13])=[CH:9][CH:10]=2)[CH:5]=[CH:4][CH:3]=1.[CH3:14][C:15]([CH3:22])([CH3:21])[C:16](=O)[CH2:17][C:18]#[N:19]. (5) Given the product [CH3:19][O:18][C:17]1[CH:16]=[C:15]2[C:10]([CH:11]=[CH:12][C:13]([C:20]#[N:21])=[N:14]2)=[CH:9][C:8]=1[B:22]1[O:26][C:25]([CH3:28])([CH3:27])[C:24]([CH3:30])([CH3:29])[O:23]1, predict the reactants needed to synthesize it. The reactants are: O1CCOCC1.Cl[C:8]1[CH:9]=[C:10]2[C:15](=[CH:16][C:17]=1[O:18][CH3:19])[N:14]=[C:13]([C:20]#[N:21])[CH:12]=[CH:11]2.[B:22]1([B:22]2[O:26][C:25]([CH3:28])([CH3:27])[C:24]([CH3:30])([CH3:29])[O:23]2)[O:26][C:25]([CH3:28])([CH3:27])[C:24]([CH3:30])([CH3:29])[O:23]1.C([O-])(=O)C.[K+]. (6) Given the product [C:15]1([S:21]([N:4]2[C:5]3=[N:6][CH:7]=[C:8]([O:11][CH3:12])[CH:9]=[C:10]3[C:2]([I:1])=[CH:3]2)(=[O:23])=[O:22])[CH:20]=[CH:19][CH:18]=[CH:17][CH:16]=1, predict the reactants needed to synthesize it. The reactants are: [I:1][C:2]1[C:10]2[C:5](=[N:6][CH:7]=[C:8]([O:11][CH3:12])[CH:9]=2)[NH:4][CH:3]=1.[H-].[Na+].[C:15]1([S:21](Cl)(=[O:23])=[O:22])[CH:20]=[CH:19][CH:18]=[CH:17][CH:16]=1.O. (7) Given the product [C:1]([O:5][C:6](=[O:36])[NH:7][C:8]1([C:12]2[CH:13]=[CH:14][C:15]([C:38]3[C:43](=[O:44])[C:42]4[C:41](=[C:51]([OH:50])[C:47]([NH2:48])=[CH:46][CH:45]=4)[O:40][C:39]=3[C:52]3[CH:53]=[CH:54][CH:55]=[CH:56][CH:57]=3)=[CH:16][CH:17]=2)[CH2:9][CH2:10][CH2:11]1)([CH3:4])([CH3:2])[CH3:3], predict the reactants needed to synthesize it. The reactants are: [C:1]([O:5][C:6](=[O:36])[NH:7][C:8]1([C:12]2[CH:17]=[CH:16][C:15](C3C(=O)C4C(=CC=C(F)C=4)OC=3C3C=CC=CC=3)=[CH:14][CH:13]=2)[CH2:11][CH2:10][CH2:9]1)([CH3:4])([CH3:3])[CH3:2].I[C:38]1[C:43](=[O:44])[C:42]2[CH:45]=[CH:46][C:47]3[N:48]=C[O:50][C:51]=3[C:41]=2[O:40][C:39]=1[C:52]1[CH:57]=[CH:56][CH:55]=[CH:54][CH:53]=1. (8) The reactants are: [C:1]([O:5][C:6](=[O:16])[NH:7][C:8]1[CH:13]=[CH:12][C:11]([Cl:14])=[CH:10][C:9]=1[NH2:15])([CH3:4])([CH3:3])[CH3:2].C([O:21][C:22](=O)[CH2:23][C:24](=[O:37])[C:25]1[CH:30]=[CH:29][CH:28]=[C:27]([C:31]2[CH:32]=[N:33][CH:34]=[N:35][CH:36]=2)[CH:26]=1)(C)(C)C. Given the product [C:1]([O:5][C:6](=[O:16])[NH:7][C:8]1[CH:13]=[CH:12][C:11]([Cl:14])=[CH:10][C:9]=1[NH:15][C:22](=[O:21])[CH2:23][C:24](=[O:37])[C:25]1[CH:30]=[CH:29][CH:28]=[C:27]([C:31]2[CH:36]=[N:35][CH:34]=[N:33][CH:32]=2)[CH:26]=1)([CH3:4])([CH3:2])[CH3:3], predict the reactants needed to synthesize it. (9) Given the product [CH3:1][O:2][C:3]1[CH:4]=[C:5]2[C:9](=[CH:10][CH:11]=1)[NH:8][C:7](=[O:12])[C:6]2=[CH:23][C:22]1[NH:21][CH:20]=[C:19]2[C:14](=[O:13])[O:15][CH2:16][CH2:17][C:18]=12, predict the reactants needed to synthesize it. The reactants are: [CH3:1][O:2][C:3]1[CH:4]=[C:5]2[C:9](=[CH:10][CH:11]=1)[NH:8][C:7](=[O:12])[CH2:6]2.[O:13]=[C:14]1[C:19]2=[CH:20][NH:21][C:22]([CH:23]=O)=[C:18]2[CH2:17][CH2:16][O:15]1.